From a dataset of Forward reaction prediction with 1.9M reactions from USPTO patents (1976-2016). Predict the product of the given reaction. (1) Given the reactants [Br:1][C:2]1[C:7]([Cl:8])=[CH:6][CH:5]=[C:4](I)[N:3]=1.[C:10]1(B(O)O)[CH:15]=[CH:14][CH:13]=[CH:12][CH:11]=1.C(=O)([O-])[O-].[K+].[K+], predict the reaction product. The product is: [Br:1][C:2]1[C:7]([Cl:8])=[CH:6][CH:5]=[C:4]([C:10]2[CH:15]=[CH:14][CH:13]=[CH:12][CH:11]=2)[N:3]=1. (2) The product is: [F:24][C:25]1[N:30]=[C:29]([O:1][C:2]2[CH:11]=[CH:10][C:9]3[C:8]4[C:12]5[NH:19][CH2:18][C@@H:17]([CH3:20])[NH:16][C:15](=[O:21])[C:13]=5[S:14][C:7]=4[CH:6]=[CH:5][C:4]=3[N:3]=2)[CH:28]=[CH:27][N:26]=1. Given the reactants [OH:1][C:2]1[CH:11]=[CH:10][C:9]2[C:8]3[C:12]4[NH:19][CH2:18][C@@H:17]([CH3:20])[NH:16][C:15](=[O:21])[C:13]=4[S:14][C:7]=3[CH:6]=[CH:5][C:4]=2[N:3]=1.[H-].[Na+].[F:24][C:25]1[N:30]=[C:29](F)[CH:28]=[CH:27][N:26]=1, predict the reaction product. (3) Given the reactants [C:1]([O:5][C:6]([N:8]1[CH2:13][CH2:12][CH:11]([N:14]([CH:25]2[CH2:30][CH2:29][CH:28]([CH3:31])[CH2:27][CH2:26]2)[C:15]([NH:17][C:18]2[S:19][C:20]([CH:23]=O)=[CH:21][N:22]=2)=[O:16])[CH2:10][CH2:9]1)=[O:7])([CH3:4])([CH3:3])[CH3:2].Cl.[CH3:33][O:34][C:35](=[O:45])[CH2:36][C:37](=[O:44])[N:38]1[CH2:43][CH2:42][NH:41][CH2:40][CH2:39]1.C(O[BH-](OC(=O)C)OC(=O)C)(=O)C.[Na+], predict the reaction product. The product is: [C:1]([O:5][C:6]([N:8]1[CH2:13][CH2:12][CH:11]([N:14]([CH:25]2[CH2:30][CH2:29][CH:28]([CH3:31])[CH2:27][CH2:26]2)[C:15]([NH:17][C:18]2[S:19][C:20]([CH2:23][N:41]3[CH2:40][CH2:39][N:38]([C:37](=[O:44])[CH2:36][C:35]([O:34][CH3:33])=[O:45])[CH2:43][CH2:42]3)=[CH:21][N:22]=2)=[O:16])[CH2:10][CH2:9]1)=[O:7])([CH3:4])([CH3:3])[CH3:2]. (4) Given the reactants [F:1][C:2]1[CH:7]=[C:6]([N:8]2[CH2:12][CH2:11][NH:10][C:9]2=[O:13])[CH:5]=[CH:4][C:3]=1[N:14]1[CH:19]=[C:18]([O:20][CH3:21])[C:17](=[O:22])[C:16]([C:23]2[N:27]([C:28]3[CH:33]=[CH:32][CH:31]=[CH:30][CH:29]=3)[N:26]=[CH:25][CH:24]=2)=[N:15]1.Cl[C:35]([F:40])([F:39])C([O-])=O.[Na+].C1OCCOCCOCCOCCOCCOC1, predict the reaction product. The product is: [F:39][CH:35]([F:40])[N:10]1[CH2:11][CH2:12][N:8]([C:6]2[CH:5]=[CH:4][C:3]([N:14]3[CH:19]=[C:18]([O:20][CH3:21])[C:17](=[O:22])[C:16]([C:23]4[N:27]([C:28]5[CH:29]=[CH:30][CH:31]=[CH:32][CH:33]=5)[N:26]=[CH:25][CH:24]=4)=[N:15]3)=[C:2]([F:1])[CH:7]=2)[C:9]1=[O:13]. (5) Given the reactants [OH:1][CH2:2][CH:3]1[O:7][C:6](=[O:8])[N:5]([C:9]2[CH:14]=[CH:13][CH:12]=[CH:11][CH:10]=2)[CH2:4]1.[C:15]([C:19]1[CH:24]=[CH:23][C:22](O)=[CH:21][CH:20]=1)(C)(C)C.C1(P(C2C=CC=CC=2)C2C=CC=CC=2)C=CC=CC=1.CC(OC(/N=N/C(OC(C)C)=O)=O)C, predict the reaction product. The product is: [CH2:15]([O:1][CH2:2][CH:3]1[O:7][C:6](=[O:8])[N:5]([C:9]2[CH:10]=[CH:11][CH:12]=[CH:13][CH:14]=2)[CH2:4]1)[C:19]1[CH:24]=[CH:23][CH:22]=[CH:21][CH:20]=1.